From a dataset of Forward reaction prediction with 1.9M reactions from USPTO patents (1976-2016). Predict the product of the given reaction. (1) Given the reactants [F:1][C:2]1[CH:7]=[CH:6][C:5]([CH:8]([N:31]2[CH2:36][CH2:35][N:34]([CH:37]([CH3:39])[CH3:38])[CH2:33][CH2:32]2)[CH2:9][N:10]2[CH2:15][CH2:14][N:13]([CH2:16][CH2:17][CH2:18][C:19]3[CH:24]=[CH:23][CH:22]=[CH:21][C:20]=3[C:25]3[CH:30]=[CH:29][CH:28]=[CH:27][CH:26]=3)[CH2:12][CH2:11]2)=[CH:4][CH:3]=1.[ClH:40].O1CCOCC1, predict the reaction product. The product is: [ClH:40].[ClH:40].[ClH:40].[ClH:40].[F:1][C:2]1[CH:3]=[CH:4][C:5]([CH:8]([N:31]2[CH2:32][CH2:33][N:34]([CH:37]([CH3:39])[CH3:38])[CH2:35][CH2:36]2)[CH2:9][N:10]2[CH2:15][CH2:14][N:13]([CH2:16][CH2:17][CH2:18][C:19]3[CH:24]=[CH:23][CH:22]=[CH:21][C:20]=3[C:25]3[CH:26]=[CH:27][CH:28]=[CH:29][CH:30]=3)[CH2:12][CH2:11]2)=[CH:6][CH:7]=1. (2) Given the reactants [CH3:1][C:2]1([CH3:20])[C:10]2[C:5](=[CH:6][CH:7]=[C:8](OS(C(F)(F)F)(=O)=O)[CH:9]=2)[C:4](=[O:19])[CH2:3]1.[CH3:21][C:22]1[CH:27]=[CH:26][C:25](B(O)O)=[CH:24][CH:23]=1, predict the reaction product. The product is: [CH3:1][C:2]1([CH3:20])[C:10]2[C:5](=[CH:6][CH:7]=[C:8]([C:25]3[CH:26]=[CH:27][C:22]([CH3:21])=[CH:23][CH:24]=3)[CH:9]=2)[C:4](=[O:19])[CH2:3]1.